This data is from Full USPTO retrosynthesis dataset with 1.9M reactions from patents (1976-2016). The task is: Predict the reactants needed to synthesize the given product. (1) Given the product [NH:13]1[CH:14]=[CH:15][C:11]([C:10]2[C:4]3[C:5](=[CH:6][N:7]=[C:2]([C:24]4[CH:23]=[N:22][CH:27]=[CH:26][CH:25]=4)[CH:3]=3)[N:8]([CH:16]3[CH2:21][CH2:20][CH2:19][CH2:18][O:17]3)[N:9]=2)=[N:12]1, predict the reactants needed to synthesize it. The reactants are: Br[C:2]1[CH:3]=[C:4]2[C:10]([C:11]3[CH:15]=[CH:14][NH:13][N:12]=3)=[N:9][N:8]([CH:16]3[CH2:21][CH2:20][CH2:19][CH2:18][O:17]3)[C:5]2=[CH:6][N:7]=1.[N:22]1[CH:27]=[CH:26][CH:25]=[C:24](B(O)O)[CH:23]=1.C([O-])(=O)C.[K+].O. (2) Given the product [Cl:1][C:2]1[N:3]=[C:4]([N:11]2[CH2:16][CH2:15][O:14][CH2:13][CH2:12]2)[C:5]2[S:10][C:9]([C:25]([C:26]3[CH:31]=[CH:30][CH:29]=[C:28]([S:32][CH3:33])[CH:27]=3)=[O:34])=[CH:8][C:6]=2[N:7]=1, predict the reactants needed to synthesize it. The reactants are: [Cl:1][C:2]1[N:3]=[C:4]([N:11]2[CH2:16][CH2:15][O:14][CH2:13][CH2:12]2)[C:5]2[S:10][CH:9]=[CH:8][C:6]=2[N:7]=1.C([Li])CCC.CON(C)[C:25](=[O:34])[C:26]1[CH:31]=[CH:30][CH:29]=[C:28]([S:32][CH3:33])[CH:27]=1. (3) Given the product [CH:11]([NH:1][C@H:2]([C:7]([OH:9])=[O:8])[CH2:3][C:4]([OH:6])=[O:5])=[O:12], predict the reactants needed to synthesize it. The reactants are: [NH2:1][C@H:2]([C:7]([OH:9])=[O:8])[CH2:3][C:4]([OH:6])=[O:5].N.[CH:11](OC)=[O:12].